Task: Predict which catalyst facilitates the given reaction.. Dataset: Catalyst prediction with 721,799 reactions and 888 catalyst types from USPTO (1) Reactant: C(N(CC)CC)C.[O:8]1[CH2:13][CH2:12][CH2:11][CH2:10][CH:9]1[O:14][CH2:15][CH2:16][O:17][C:18]1[CH:19]=[C:20]([N:24]2[C:28]([NH:29][C:30](=[O:38])OC3C=CC=CC=3)=[CH:27][C:26]([C:39]([CH3:42])([CH3:41])[CH3:40])=[N:25]2)[CH:21]=[CH:22][CH:23]=1.[NH2:43][CH2:44][C:45]1[CH:71]=[CH:70][CH:69]=[CH:68][C:46]=1[CH2:47][O:48][C:49]1[CH:54]=[C:53]([CH3:55])[N:52]([CH2:56][C:57]2[CH:62]=[CH:61][C:60]([O:63][CH3:64])=[C:59]([Cl:65])[CH:58]=2)[C:51](=[O:66])[C:50]=1[Cl:67]. Product: [Cl:65][C:59]1[CH:58]=[C:57]([CH:62]=[CH:61][C:60]=1[O:63][CH3:64])[CH2:56][N:52]1[C:53]([CH3:55])=[CH:54][C:49]([O:48][CH2:47][C:46]2[CH:68]=[CH:69][CH:70]=[CH:71][C:45]=2[CH2:44][NH:43][C:30]([NH:29][C:28]2[N:24]([C:20]3[CH:21]=[CH:22][CH:23]=[C:18]([O:17][CH2:16][CH2:15][O:14][CH:9]4[CH2:10][CH2:11][CH2:12][CH2:13][O:8]4)[CH:19]=3)[N:25]=[C:26]([C:39]([CH3:40])([CH3:41])[CH3:42])[CH:27]=2)=[O:38])=[C:50]([Cl:67])[C:51]1=[O:66]. The catalyst class is: 1. (2) Reactant: [CH3:1][O:2][C:3](=[O:32])[NH:4][CH:5]([C:9]([N:11]1[CH2:15][CH2:14][CH2:13][CH:12]1[C:16]1[NH:17][C:18]([C:21]2[C:30]3[C:25](=[CH:26][CH:27]=[CH:28][CH:29]=3)[C:24](Br)=[CH:23][CH:22]=2)=[CH:19][N:20]=1)=[O:10])[CH:6]([CH3:8])[CH3:7].[CH3:33][O:34][C:35](=[O:68])[NH:36][CH:37]([C:41]([N:43]1[CH2:47][CH2:46][CH2:45][CH:44]1[C:48]1[NH:49][C:50]([C:53]2[CH:58]=[CH:57][C:56](B3OC(C)(C)C(C)(C)O3)=[CH:55][CH:54]=2)=[CH:51][N:52]=1)=[O:42])[CH:38]([CH3:40])[CH3:39].C([O-])(O)=O.[Na+]. Product: [CH3:1][O:2][C:3](=[O:32])[NH:4][CH:5]([C:9]([N:11]1[CH2:15][CH2:14][CH2:13][CH:12]1[C:16]1[NH:17][C:18]([C:21]2[C:30]3[C:25](=[CH:26][CH:27]=[CH:28][CH:29]=3)[C:24]([C:56]3[CH:57]=[CH:58][C:53]([C:50]4[NH:49][C:48]([CH:44]5[CH2:45][CH2:46][CH2:47][N:43]5[C:41](=[O:42])[CH:37]([NH:36][C:35]([O:34][CH3:33])=[O:68])[CH:38]([CH3:40])[CH3:39])=[N:52][CH:51]=4)=[CH:54][CH:55]=3)=[CH:23][CH:22]=2)=[CH:19][N:20]=1)=[O:10])[CH:6]([CH3:8])[CH3:7]. The catalyst class is: 149.